Dataset: NCI-60 drug combinations with 297,098 pairs across 59 cell lines. Task: Regression. Given two drug SMILES strings and cell line genomic features, predict the synergy score measuring deviation from expected non-interaction effect. (1) Drug 1: C1=NNC2=C1C(=O)NC=N2. Drug 2: CN(C(=O)NC(C=O)C(C(C(CO)O)O)O)N=O. Cell line: SW-620. Synergy scores: CSS=8.61, Synergy_ZIP=-3.64, Synergy_Bliss=-0.695, Synergy_Loewe=-1.82, Synergy_HSA=-0.0802. (2) Drug 1: COC1=NC(=NC2=C1N=CN2C3C(C(C(O3)CO)O)O)N. Drug 2: CCC1(CC2CC(C3=C(CCN(C2)C1)C4=CC=CC=C4N3)(C5=C(C=C6C(=C5)C78CCN9C7C(C=CC9)(C(C(C8N6C)(C(=O)OC)O)OC(=O)C)CC)OC)C(=O)OC)O.OS(=O)(=O)O. Cell line: UO-31. Synergy scores: CSS=19.7, Synergy_ZIP=-5.53, Synergy_Bliss=0.176, Synergy_Loewe=0.305, Synergy_HSA=0.213. (3) Drug 1: CCC1=CC2CC(C3=C(CN(C2)C1)C4=CC=CC=C4N3)(C5=C(C=C6C(=C5)C78CCN9C7C(C=CC9)(C(C(C8N6C)(C(=O)OC)O)OC(=O)C)CC)OC)C(=O)OC.C(C(C(=O)O)O)(C(=O)O)O. Drug 2: C1CC(C1)(C(=O)O)C(=O)O.[NH2-].[NH2-].[Pt+2]. Cell line: SK-MEL-28. Synergy scores: CSS=46.6, Synergy_ZIP=-1.67, Synergy_Bliss=0.328, Synergy_Loewe=0.705, Synergy_HSA=2.80. (4) Drug 1: C1CC(=O)NC(=O)C1N2CC3=C(C2=O)C=CC=C3N. Drug 2: CN(CC1=CN=C2C(=N1)C(=NC(=N2)N)N)C3=CC=C(C=C3)C(=O)NC(CCC(=O)O)C(=O)O. Cell line: SNB-75. Synergy scores: CSS=23.5, Synergy_ZIP=-5.06, Synergy_Bliss=-0.159, Synergy_Loewe=-22.1, Synergy_HSA=0.795. (5) Drug 1: COC1=CC(=CC(=C1O)OC)C2C3C(COC3=O)C(C4=CC5=C(C=C24)OCO5)OC6C(C(C7C(O6)COC(O7)C8=CC=CS8)O)O. Drug 2: COC1=C2C(=CC3=C1OC=C3)C=CC(=O)O2. Cell line: NCI/ADR-RES. Synergy scores: CSS=1.58, Synergy_ZIP=3.13, Synergy_Bliss=4.90, Synergy_Loewe=-0.743, Synergy_HSA=0.105. (6) Drug 1: C1=NC2=C(N=C(N=C2N1C3C(C(C(O3)CO)O)O)F)N. Drug 2: COC1=NC(=NC2=C1N=CN2C3C(C(C(O3)CO)O)O)N. Cell line: HS 578T. Synergy scores: CSS=-4.36, Synergy_ZIP=2.84, Synergy_Bliss=4.01, Synergy_Loewe=-2.34, Synergy_HSA=-2.03. (7) Cell line: HT29. Drug 2: CS(=O)(=O)OCCCCOS(=O)(=O)C. Drug 1: C1=NC2=C(N=C(N=C2N1C3C(C(C(O3)CO)O)O)F)N. Synergy scores: CSS=6.51, Synergy_ZIP=3.55, Synergy_Bliss=-1.49, Synergy_Loewe=0.653, Synergy_HSA=-2.11.